This data is from Forward reaction prediction with 1.9M reactions from USPTO patents (1976-2016). The task is: Predict the product of the given reaction. (1) The product is: [CH2:11]([C:13]1[CH:14]=[C:15]([CH:18]=[CH:19][CH:20]=1)[CH:16]=[O:23])[CH3:12]. Given the reactants [H-].C([Al+]CC(C)C)C(C)C.[CH2:11]([C:13]1[CH:14]=[C:15]([CH:18]=[CH:19][CH:20]=1)[C:16]#N)[CH3:12].C(O)(=[O:23])C.O, predict the reaction product. (2) Given the reactants [NH2:1][S:2]([OH:5])(=[O:4])=[O:3].[CH3:6][CH2:7][N:8](C(C)C)[CH:9](C)[CH3:10], predict the reaction product. The product is: [N:1]1([S:2]([OH:5])(=[O:4])=[O:3])[CH2:10][CH2:9][NH:8][CH2:7][CH2:6]1.